Dataset: Forward reaction prediction with 1.9M reactions from USPTO patents (1976-2016). Task: Predict the product of the given reaction. (1) Given the reactants [F:1][C:2]([F:35])([F:34])[C:3]1[CH:33]=[CH:32][C:6]([CH2:7][N:8]2[C:30](=[O:31])[N:11]3[N:12]=[CH:13][C:14]([C:23]4[CH:28]=[CH:27][C:26]([Cl:29])=[CH:25][CH:24]=4)=[C:15]([C:16]4[CH:21]=[CH:20][C:19]([Cl:22])=[CH:18][CH:17]=4)[C:10]3=[N:9]2)=[CH:5][CH:4]=1.[CH3:36][Mg]Br.CO, predict the reaction product. The product is: [F:35][C:2]([F:1])([F:34])[C:3]1[CH:33]=[CH:32][C:6]([CH2:7][N:8]2[C:30](=[O:31])[N:11]3[NH:12][CH:13]([CH3:36])[C:14]([C:23]4[CH:28]=[CH:27][C:26]([Cl:29])=[CH:25][CH:24]=4)=[C:15]([C:16]4[CH:17]=[CH:18][C:19]([Cl:22])=[CH:20][CH:21]=4)[C:10]3=[N:9]2)=[CH:5][CH:4]=1. (2) The product is: [NH2:1][C:2](=[O:25])[CH2:3][O:4][NH:5][C:6]([C@@H:8]1[CH2:14][CH2:13][C@@H:12]2[CH2:15][N:9]1[C:10](=[O:24])[N:11]2[OH:16])=[O:7]. Given the reactants [NH2:1][C:2](=[O:25])[CH2:3][O:4][NH:5][C:6]([C@@H:8]1[CH2:14][CH2:13][C@@H:12]2[CH2:15][N:9]1[C:10](=[O:24])[N:11]2[O:16]CC1C=CC=CC=1)=[O:7], predict the reaction product.